This data is from Forward reaction prediction with 1.9M reactions from USPTO patents (1976-2016). The task is: Predict the product of the given reaction. (1) Given the reactants [NH2:1][C:2]1[N:23]=[C:22](Cl)[CH:21]=[CH:20][C:3]=1[C:4]([NH:6][CH2:7][C:8]1[S:9][C:10]([O:13][C:14]2[CH:19]=[CH:18][CH:17]=[CH:16][CH:15]=2)=[CH:11][CH:12]=1)=[O:5].C1C=CC(CC(NCN[C@H](C(O)=O)CC2C=CC([N+]([O-])=O)=CC=2)=O)=CC=1.[CH2:51]([NH2:57])[C:52]1[O:56][CH:55]=[CH:54][CH:53]=1, predict the reaction product. The product is: [NH2:1][C:2]1[N:23]=[C:22]([NH:57][CH2:51][C:52]2[O:56][CH:55]=[CH:54][CH:53]=2)[CH:21]=[CH:20][C:3]=1[C:4]([NH:6][CH2:7][C:8]1[S:9][C:10]([O:13][C:14]2[CH:19]=[CH:18][CH:17]=[CH:16][CH:15]=2)=[CH:11][CH:12]=1)=[O:5]. (2) Given the reactants [Cl:1][C:2]1[C:7]([Cl:8])=[CH:6][C:5]([NH2:9])=[C:4]([NH2:10])[CH:3]=1.[C:11]([N:15]=[C:16]=S)([CH3:14])([CH3:13])[CH3:12].C1(N=C=NCCN2CCOCC2)CCCCC1.C1(C)C=CC(S([O-])(=O)=O)=CC=1, predict the reaction product. The product is: [C:11]([NH:15][C:16]1[NH:9][C:5]2[CH:6]=[C:7]([Cl:8])[C:2]([Cl:1])=[CH:3][C:4]=2[N:10]=1)([CH3:14])([CH3:13])[CH3:12]. (3) The product is: [NH2:1][N:4]1[C:12]2[C:7](=[CH:8][CH:9]=[CH:10][CH:11]=2)[CH2:6][CH2:5]1. Given the reactants [N+:1]([N:4]1[C:12]2[C:7](=[CH:8][CH:9]=[CH:10][CH:11]=2)[CH2:6][CH2:5]1)([O-])=O, predict the reaction product. (4) The product is: [CH3:11][O:12][CH2:13][CH2:14][NH:15][C:2]1[CH:7]=[CH:6][N:5]2[N:8]=[CH:9][CH:10]=[C:4]2[N:3]=1. Given the reactants Cl[C:2]1[CH:7]=[CH:6][N:5]2[N:8]=[CH:9][CH:10]=[C:4]2[N:3]=1.[CH3:11][O:12][CH2:13][CH2:14][NH2:15], predict the reaction product.